This data is from Forward reaction prediction with 1.9M reactions from USPTO patents (1976-2016). The task is: Predict the product of the given reaction. Given the reactants C(#N)C.[F:4][C:5]1[CH:6]=[C:7]([S:11][CH:12]2[CH2:17][CH2:16][N:15]([C:18]([O:20][C:21]([CH3:24])([CH3:23])[CH3:22])=[O:19])[CH2:14][CH2:13]2)[CH:8]=[CH:9][CH:10]=1.[OH:25]OS([O-])=O.[K+].[OH2:31], predict the reaction product. The product is: [F:4][C:5]1[CH:6]=[C:7]([S:11]([CH:12]2[CH2:13][CH2:14][N:15]([C:18]([O:20][C:21]([CH3:24])([CH3:23])[CH3:22])=[O:19])[CH2:16][CH2:17]2)(=[O:25])=[O:31])[CH:8]=[CH:9][CH:10]=1.